Dataset: Reaction yield outcomes from USPTO patents with 853,638 reactions. Task: Predict the reaction yield, written as a fraction of the theoretical maximum amount of product (1.0 means a 100% yield; for example, 0.34 means a 34% yield). (1) The reactants are C(NC(C)C)(C)C.C([Li])CCC.[C:13]([NH:20][CH2:21][C:22]([OH:24])=[O:23])([O:15][C:16]([CH3:19])([CH3:18])[CH3:17])=[O:14].Br[CH2:26][CH2:27][CH2:28][CH:29]([CH3:31])[CH3:30].[K]. The catalyst is O1CCCC1.CCCCCC.O. The product is [C:16]([O:15][C:13]([NH:20][CH:21]([CH2:26][CH2:27][CH2:28][CH:29]([CH3:31])[CH3:30])[C:22]([OH:24])=[O:23])=[O:14])([CH3:18])([CH3:19])[CH3:17]. The yield is 0.500. (2) The reactants are [CH2:1]([S:3]([C:6]1[CH:7]=[CH:8][C:9]([O:15][CH:16]([CH3:21])[C:17]([F:20])([F:19])[F:18])=[C:10]([CH:14]=1)[C:11]([OH:13])=O)(=[O:5])=[O:4])[CH3:2].Cl.[F:23][C:24]([F:37])([F:36])[C:25]1[S:29][C:28]([N:30]2[CH2:35][CH2:34][NH:33][CH2:32][CH2:31]2)=[N:27][CH:26]=1. No catalyst specified. The product is [CH2:1]([S:3]([C:6]1[CH:7]=[CH:8][C:9]([O:15][CH:16]([CH3:21])[C:17]([F:20])([F:19])[F:18])=[C:10]([C:11]([N:33]2[CH2:34][CH2:35][N:30]([C:28]3[S:29][C:25]([C:24]([F:37])([F:23])[F:36])=[CH:26][N:27]=3)[CH2:31][CH2:32]2)=[O:13])[CH:14]=1)(=[O:4])=[O:5])[CH3:2]. The yield is 0.820. (3) The reactants are [CH3:1][C:2]1[CH2:7][CH2:6][CH2:5][C:4]([CH3:9])([CH3:8])[C:3]=1[CH2:10][OH:11].[F:12][C:13]([F:22])([F:21])[C:14]1[CH:15]=[C:16](O)[CH:17]=[CH:18][CH:19]=1.C1(P(C2C=CC=CC=2)C2C=CC=CC=2)C=CC=CC=1.N(C(OCC)=O)=NC(OCC)=O. The catalyst is O1CCCC1. The product is [F:12][C:13]([F:22])([F:21])[C:14]1[CH:15]=[CH:16][CH:17]=[C:18]([O:11][CH2:10][C:3]2[C:4]([CH3:8])([CH3:9])[CH2:5][CH2:6][CH2:7][C:2]=2[CH3:1])[CH:19]=1. The yield is 0.230. (4) The reactants are Cl[C:2]1[N:7]=[C:6](Cl)[CH:5]=[CH:4][N:3]=1.[CH3:9][C:10]1[CH:15]=[CH:14][C:13]([CH3:16])=[CH:12][C:11]=1B(O)O.C(=O)([O-])[O-].[Cs+].[Cs+].[NH2:26][C:27]1[CH:28]=[C:29]([OH:33])[CH:30]=[CH:31][CH:32]=1.O.C1(C)C=CC(S(O)(=O)=O)=CC=1. The catalyst is C([O-])(=O)C.[Pd+2].C([O-])(=O)C.O.C(#N)C. The product is [CH3:9][C:10]1[CH:15]=[CH:14][C:13]([CH3:16])=[CH:12][C:11]=1[C:6]1[CH:5]=[CH:4][N:3]=[C:2]([NH:26][C:27]2[CH:28]=[C:29]([OH:33])[CH:30]=[CH:31][CH:32]=2)[N:7]=1. The yield is 0.610. (5) The reactants are [O:1]1[CH2:5][CH2:4][CH:3]([C:6]([O:8]C)=O)[CH2:2]1.[C:10](#[N:12])[CH3:11].CC(C)([O-])C.[K+].[Cl-].[NH4+]. The catalyst is O1CCCC1. The product is [O:8]=[C:6]([CH:3]1[CH2:4][CH2:5][O:1][CH2:2]1)[CH2:11][C:10]#[N:12]. The yield is 0.766.